Dataset: Full USPTO retrosynthesis dataset with 1.9M reactions from patents (1976-2016). Task: Predict the reactants needed to synthesize the given product. (1) The reactants are: [C:1]([O:5][C:6]([CH2:8][C:9]1[C:10]([CH3:29])=[N:11][C:12]2[N:13]([CH:23]=[C:24](C(O)=O)[N:25]=2)[C:14]=1[C:15]1[CH:20]=[CH:19][C:18]([Cl:21])=[CH:17][C:16]=1[Cl:22])=[O:7])([CH3:4])([CH3:3])[CH3:2].C1C=CC(P(N=[N+]=[N-])(C2C=CC=CC=2)=[O:37])=CC=1.[C:47]1([CH2:53][OH:54])[CH:52]=[CH:51][CH:50]=[CH:49][CH:48]=1.CC[N:57]([CH2:60]C)CC. Given the product [C:1]([O:5][C:6]([CH2:8][C:9]1[C:10]([CH3:29])=[N:11][C:12]2[N:13]([CH:23]=[C:24]([NH:57][C:60]([O:54][CH2:53][C:47]3[CH:52]=[CH:51][CH:50]=[CH:49][CH:48]=3)=[O:37])[N:25]=2)[C:14]=1[C:15]1[CH:20]=[CH:19][C:18]([Cl:21])=[CH:17][C:16]=1[Cl:22])=[O:7])([CH3:4])([CH3:2])[CH3:3], predict the reactants needed to synthesize it. (2) Given the product [F:1][C:2]1[CH:3]=[C:4]([CH:28]=[CH:29][C:30]=1[F:31])[CH2:5][NH:6][C:7]([C:9]1[C:17]2[C:12](=[CH:13][C:14]([O:18][CH2:32][CH2:33][CH3:34])=[CH:15][CH:16]=2)[N:11]([CH2:19][C:20]2[O:21][CH:22]=[CH:23][N:24]=2)[C:10]=1[CH:25]([CH3:27])[CH3:26])=[O:8], predict the reactants needed to synthesize it. The reactants are: [F:1][C:2]1[CH:3]=[C:4]([CH:28]=[CH:29][C:30]=1[F:31])[CH2:5][NH:6][C:7]([C:9]1[C:17]2[C:12](=[CH:13][C:14]([OH:18])=[CH:15][CH:16]=2)[N:11]([CH2:19][C:20]2[O:21][CH:22]=[CH:23][N:24]=2)[C:10]=1[CH:25]([CH3:27])[CH3:26])=[O:8].[CH2:32](I)[CH2:33][CH3:34]. (3) Given the product [ClH:32].[ClH:32].[CH3:1][C@@H:2]1[CH2:7][O:6][CH2:5][CH2:4][N:3]1[C:8]1[CH:25]=[CH:24][C:11]2[CH2:12][NH:13][CH2:14][CH2:15][O:16][C:10]=2[CH:9]=1, predict the reactants needed to synthesize it. The reactants are: [CH3:1][C@@H:2]1[CH2:7][O:6][CH2:5][CH2:4][N:3]1[C:8]1[CH:25]=[CH:24][C:11]2[CH2:12][N:13](C(OC(C)(C)C)=O)[CH2:14][CH2:15][O:16][C:10]=2[CH:9]=1.C(OCC)(=O)C.[ClH:32].